This data is from Reaction yield outcomes from USPTO patents with 853,638 reactions. The task is: Predict the reaction yield, written as a fraction of the theoretical maximum amount of product (1.0 means a 100% yield; for example, 0.34 means a 34% yield). (1) The reactants are [CH:1]1([CH2:6][CH:7]([C:11]2[CH:16]=[CH:15][C:14]([NH:17][C:18](=[O:25])[CH2:19][C:20]3[S:21][CH:22]=[CH:23][CH:24]=3)=[CH:13][CH:12]=2)[C:8](O)=[O:9])[CH2:5][CH2:4][CH2:3][CH2:2]1.F[P-](F)(F)(F)(F)F.N1(O[P+](N(C)C)(N(C)C)N(C)C)C2C=CC=CC=2N=N1.[NH2:53][C:54]1[S:55][CH:56]=[CH:57][N:58]=1.C(N(CC)CC)C. The catalyst is C(Cl)Cl.O. The product is [CH:1]1([CH2:6][CH:7]([C:11]2[CH:16]=[CH:15][C:14]([NH:17][C:18](=[O:25])[CH2:19][C:20]3[S:21][CH:22]=[CH:23][CH:24]=3)=[CH:13][CH:12]=2)[C:8]([NH:53][C:54]2[S:55][CH:56]=[CH:57][N:58]=2)=[O:9])[CH2:5][CH2:4][CH2:3][CH2:2]1. The yield is 0.878. (2) The reactants are [C:1]1([CH3:21])[CH:6]=[CH:5][CH:4]=[C:3]([S:7]([N:10]2[CH2:19][CH2:18][CH2:17][C:16]3[N:15]=[CH:14][C:13]([NH2:20])=[CH:12][C:11]2=3)(=[O:9])=[O:8])[CH:2]=1.C(N(CC)C(C)C)(C)C.[Cl:31][C:32]1[CH:40]=[CH:39][CH:38]=[C:37]([F:41])[C:33]=1[C:34](Cl)=[O:35]. The catalyst is O1CCCC1.C(OCC)(=O)C. The product is [Cl:31][C:32]1[CH:40]=[CH:39][CH:38]=[C:37]([F:41])[C:33]=1[C:34]([NH:20][C:13]1[CH:14]=[N:15][C:16]2[CH2:17][CH2:18][CH2:19][N:10]([S:7]([C:3]3[CH:2]=[C:1]([CH3:21])[CH:6]=[CH:5][CH:4]=3)(=[O:9])=[O:8])[C:11]=2[CH:12]=1)=[O:35]. The yield is 0.440. (3) The reactants are Br[C:2]1[S:3][C:4]([CH2:7][O:8][CH3:9])=[CH:5][CH:6]=1.[O:10]=[S:11]1(=[O:38])[CH2:16][CH2:15][CH:14]([C:17]2[C:25]3[C:20](=[C:21]([C:35]([NH2:37])=[O:36])[CH:22]=[C:23](B4OC(C)(C)C(C)(C)O4)[CH:24]=3)[NH:19][CH:18]=2)[CH2:13][CH2:12]1.C([O-])([O-])=O.[K+].[K+].O. The catalyst is O1CCOCC1.C1C=CC(P(C2C=CC=CC=2)[C-]2C=CC=C2)=CC=1.C1C=CC(P(C2C=CC=CC=2)[C-]2C=CC=C2)=CC=1.Cl[Pd]Cl.[Fe+2]. The product is [O:38]=[S:11]1(=[O:10])[CH2:16][CH2:15][CH:14]([C:17]2[C:25]3[C:20](=[C:21]([C:35]([NH2:37])=[O:36])[CH:22]=[C:23]([C:2]4[S:3][C:4]([CH2:7][O:8][CH3:9])=[CH:5][CH:6]=4)[CH:24]=3)[NH:19][CH:18]=2)[CH2:13][CH2:12]1. The yield is 0.430. (4) The reactants are [CH2:1]([O:5][C:6]1[CH:10]=[C:9]([CH2:11][CH2:12][CH2:13][C:14]([OH:16])=O)[N:8]([CH2:17][C:18]2[CH:23]=[CH:22][C:21]([Cl:24])=[CH:20][C:19]=2[Cl:25])[N:7]=1)[CH2:2][CH2:3][CH3:4].[CH2:26]([S:31]([NH2:34])(=[O:33])=[O:32])[CH2:27][CH2:28][CH2:29][CH3:30].N12CCCN=C1CCCCC2. The catalyst is O1CCCC1. The product is [CH2:1]([O:5][C:6]1[CH:10]=[C:9]([CH2:11][CH2:12][CH2:13][C:14]([NH:34][S:31]([CH2:26][CH2:27][CH2:28][CH2:29][CH3:30])(=[O:33])=[O:32])=[O:16])[N:8]([CH2:17][C:18]2[CH:23]=[CH:22][C:21]([Cl:24])=[CH:20][C:19]=2[Cl:25])[N:7]=1)[CH2:2][CH2:3][CH3:4]. The yield is 0.540. (5) The catalyst is CS(C)=O. The product is [F:21][C:20]([F:22])([F:23])[C:16]1[CH:15]=[C:14]([CH2:13][C:12]2[C:7]3[C:6](=[CH:11][CH:10]=[CH:9][CH:8]=3)[NH:5][C:30]=2[C:29]([O:28][CH2:26][CH3:27])=[O:32])[CH:19]=[CH:18][CH:17]=1. The reactants are FC(F)(F)C([NH:5][C:6]1[CH:11]=[CH:10][CH:9]=[CH:8][C:7]=1[C:12]#[C:13][C:14]1[CH:19]=[CH:18][CH:17]=[C:16]([C:20]([F:23])([F:22])[F:21])[CH:15]=1)=O.[CH2:26]([O:28][C:29](=[O:32])[CH2:30]I)[CH3:27].C([O-])([O-])=O.[K+].[K+].[NH4+].[Cl-]. The yield is 0.740. (6) The reactants are [NH2:1][C:2]1[CH:3]=[CH:4][C:5]([N:8]2[CH2:13][CH2:12][C:11]([CH3:18])([C:14]([O:16][CH3:17])=[O:15])[CH2:10][CH2:9]2)=[N:6][CH:7]=1.C(N(CC)CC)C.Cl[C:27](=[O:32])[C:28]([O:30][CH3:31])=[O:29]. The catalyst is C(Cl)Cl. The product is [CH3:31][O:30][C:28](=[O:29])[C:27]([NH:1][C:2]1[CH:3]=[CH:4][C:5]([N:8]2[CH2:13][CH2:12][C:11]([CH3:18])([C:14]([O:16][CH3:17])=[O:15])[CH2:10][CH2:9]2)=[N:6][CH:7]=1)=[O:32]. The yield is 1.00. (7) The reactants are [C:1]([O:5][C:6]([N:8]1[CH2:17][CH2:16][C:15]2[C:10](=[C:11]([C:18](=[O:34])[NH:19][C:20]3([C:29]([O:31]CC)=[O:30])[CH2:28][C:27]4[C:22](=[CH:23][CH:24]=[CH:25][CH:26]=4)[CH2:21]3)[CH:12]=[CH:13][CH:14]=2)[CH2:9]1)=[O:7])([CH3:4])([CH3:3])[CH3:2].[OH-].[K+].O. The catalyst is CCO. The product is [C:1]([O:5][C:6]([N:8]1[CH2:17][CH2:16][C:15]2[C:10](=[C:11]([C:18](=[O:34])[NH:19][C:20]3([C:29]([OH:31])=[O:30])[CH2:28][C:27]4[C:22](=[CH:23][CH:24]=[CH:25][CH:26]=4)[CH2:21]3)[CH:12]=[CH:13][CH:14]=2)[CH2:9]1)=[O:7])([CH3:4])([CH3:2])[CH3:3]. The yield is 0.610. (8) The reactants are [CH3:1][C:2]1[CH:3]=[C:4]([CH:11]=[O:12])[CH:5]=[C:6]2[C:10]=1[NH:9][N:8]=[CH:7]2.C(N(CC)CC)C.[CH3:20][Si:21]([CH3:29])([CH3:28])[CH2:22][CH2:23][S:24](Cl)(=[O:26])=[O:25]. The catalyst is C(Cl)Cl. The product is [CH3:1][C:2]1[C:10]2[C:6](=[CH:7][N:8]([S:24]([CH2:23][CH2:22][Si:21]([CH3:29])([CH3:28])[CH3:20])(=[O:26])=[O:25])[N:9]=2)[CH:5]=[C:4]([CH:11]=[O:12])[CH:3]=1. The yield is 0.770. (9) The yield is 0.840. The reactants are [CH:1](=[O:10])[CH:2]=[CH:3][C:4]1[CH:9]=[CH:8][CH:7]=[CH:6][CH:5]=1.[CH3:11][N:12]1[C:20]2[C:15](=[CH:16][CH:17]=[CH:18][CH:19]=2)[CH:14]=[CH:13]1.C(O)(C(F)(F)F)=O. The catalyst is C(Cl)Cl.C(O)(C)C. The product is [CH3:11][N:12]1[C:20]2[C:15](=[CH:16][CH:17]=[CH:18][CH:19]=2)[C:14]([C@H:3]([C:4]2[CH:9]=[CH:8][CH:7]=[CH:6][CH:5]=2)[CH2:2][CH:1]=[O:10])=[CH:13]1. (10) The reactants are [Br:1]N1C(=O)CCC1=O.[C:9]([O:13][C:14](=[O:22])[C:15]1[CH:20]=[CH:19][CH:18]=[C:17]([CH3:21])[N:16]=1)([CH3:12])([CH3:11])[CH3:10].C(OOC(=O)C1C=CC=CC=1)(=O)C1C=CC=CC=1.CCCCCC. The catalyst is C(Cl)(Cl)(Cl)Cl.C(OCC)(=O)C. The product is [Br:1][CH2:21][C:17]1[N:16]=[C:15]([C:14]([O:13][C:9]([CH3:12])([CH3:11])[CH3:10])=[O:22])[CH:20]=[CH:19][CH:18]=1. The yield is 0.171.